From a dataset of Forward reaction prediction with 1.9M reactions from USPTO patents (1976-2016). Predict the product of the given reaction. (1) Given the reactants [F:1][C:2]1[CH:3]=[C:4]([SH:8])[CH:5]=[CH:6][CH:7]=1.[C:9](Cl)(=[O:13])[C:10](Cl)=O.C([N:17](CC)CC)C.[Cl-].[Al+3].[Cl-].[Cl-].[OH-:26].[Na+], predict the reaction product. The product is: [F:1][C:2]1[C:3]2[C:10]([C:9]([OH:13])=[O:26])=[N:17][S:8][C:4]=2[CH:5]=[CH:6][CH:7]=1. (2) Given the reactants Cl[C:2]1[C:3]2[N:11]=[C:10](Cl)[CH:9]=[CH:8][C:4]=2[N:5]=[CH:6][N:7]=1.[NH2:13][C:14]1[S:15][CH:16]=[CH:17][N:18]=1.[SH:19][C:20]1[N:24]([CH3:25])[CH:23]=[N:22][N:21]=1, predict the reaction product. The product is: [CH3:25][N:24]1[CH:23]=[N:22][N:21]=[C:20]1[S:19][C:10]1[CH:9]=[CH:8][C:4]2[N:5]=[CH:6][N:7]=[C:2]([NH:13][C:14]3[S:15][CH:16]=[CH:17][N:18]=3)[C:3]=2[N:11]=1. (3) Given the reactants [NH:1]1[CH:5]=[CH:4][C:3]([S:6]([O-:9])(=O)=[O:7])=[CH:2]1.[Na+].P(Cl)(Cl)(Cl)(Cl)[Cl:12], predict the reaction product. The product is: [NH:1]1[CH:5]=[CH:4][C:3]([S:6]([Cl:12])(=[O:9])=[O:7])=[CH:2]1. (4) The product is: [CH2:8]([N:15]1[CH2:20][CH2:19][CH:18]([NH:21][C:2]2[CH:7]=[CH:6][CH:5]=[CH:4][N:3]=2)[CH2:17][CH2:16]1)[C:9]1[CH:10]=[CH:11][CH:12]=[CH:13][CH:14]=1. Given the reactants Br[C:2]1[CH:7]=[CH:6][CH:5]=[CH:4][N:3]=1.[CH2:8]([N:15]1[CH2:20][CH2:19][CH:18]([NH2:21])[CH2:17][CH2:16]1)[C:9]1[CH:14]=[CH:13][CH:12]=[CH:11][CH:10]=1, predict the reaction product.